This data is from Full USPTO retrosynthesis dataset with 1.9M reactions from patents (1976-2016). The task is: Predict the reactants needed to synthesize the given product. (1) Given the product [Cl:1][C:2]1[C:3]([C:8]([O:10][CH3:13])=[O:9])=[N:4][S:5][C:6]=1[Cl:7], predict the reactants needed to synthesize it. The reactants are: [Cl:1][C:2]1[C:3]([C:8]([OH:10])=[O:9])=[N:4][S:5][C:6]=1[Cl:7].CO.[CH3:13][Si](C=[N+]=[N-])(C)C.C(O)(=O)C. (2) Given the product [Cl:1][C:2]1[CH:7]=[C:6]([O:8][CH2:34][O:35][CH3:36])[C:5]([O:9][CH2:10][C:11]2[C:16]([O:17][CH3:18])=[CH:15][CH:14]=[C:13]([F:19])[C:12]=2[F:20])=[CH:4][C:3]=1[NH2:21], predict the reactants needed to synthesize it. The reactants are: [Cl:1][C:2]1[C:3]([N+:21]([O-])=O)=[CH:4][C:5]([O:9][CH2:10][C:11]2[C:16]([O:17][CH3:18])=[CH:15][CH:14]=[C:13]([F:19])[C:12]=2[F:20])=[C:6]([OH:8])[CH:7]=1.C(N(CC)C(C)C)(C)C.Cl[CH2:34][O:35][CH3:36].Cl. (3) Given the product [Br:1][C:2]1[CH:10]=[CH:9][C:5]([C:6]([O:8][CH2:18][C:19]2[CH:24]=[CH:23][CH:22]=[CH:21][CH:20]=2)=[O:7])=[C:4]([CH3:11])[CH:3]=1, predict the reactants needed to synthesize it. The reactants are: [Br:1][C:2]1[CH:10]=[CH:9][C:5]([C:6]([OH:8])=[O:7])=[C:4]([CH3:11])[CH:3]=1.C(Cl)(=O)C(Cl)=O.[CH2:18](O)[C:19]1[CH:24]=[CH:23][CH:22]=[CH:21][CH:20]=1.C(N(CC)CC)C. (4) Given the product [Cl:18][C:16]1[CH:17]=[C:12]([CH:13]=[C:14]([Cl:20])[C:15]=1[Cl:19])[CH2:11][N:9]1[CH:10]=[C:6]([C:30]2[N:35]=[CH:34][C:33]([C:36]#[N:38])=[CH:32][N:31]=2)[N:7]=[N:8]1, predict the reactants needed to synthesize it. The reactants are: C([Sn](CCCC)(CCCC)[C:6]1[N:7]=[N:8][N:9]([CH2:11][C:12]2[CH:17]=[C:16]([Cl:18])[C:15]([Cl:19])=[C:14]([Cl:20])[CH:13]=2)[CH:10]=1)CCC.Cl[C:30]1[N:35]=[CH:34][C:33]([C:36]([NH2:38])=O)=[CH:32][N:31]=1. (5) Given the product [CH2:25]([CH:32]1[CH2:37][CH2:36][N:35]([CH2:2][C:3]([NH:5][C:6]2[CH:7]=[C:8]3[C:12](=[CH:13][CH:14]=2)[NH:11][C:10](=[O:15])[CH2:9]3)=[O:4])[CH2:34][CH2:33]1)[C:26]1[CH:31]=[CH:30][CH:29]=[CH:28][CH:27]=1, predict the reactants needed to synthesize it. The reactants are: Cl[CH2:2][C:3]([NH:5][C:6]1[CH:7]=[C:8]2[C:12](=[CH:13][CH:14]=1)[NH:11][C:10](=[O:15])[CH2:9]2)=[O:4].[I-].[K+].C(N(CC)CC)C.[CH2:25]([CH:32]1[CH2:37][CH2:36][NH:35][CH2:34][CH2:33]1)[C:26]1[CH:31]=[CH:30][CH:29]=[CH:28][CH:27]=1. (6) Given the product [NH2:1][C:4]1[CH:9]=[C:8]([O:10][C:11]2[CH:16]=[CH:15][C:14]([NH:17][C:18]([NH:20][C:21]3[CH:26]=[CH:25][C:24]([CH2:27][N:28]4[CH2:29][CH2:30][CH2:31][CH2:32][CH2:33]4)=[C:23]([C:34]([F:37])([F:36])[F:35])[CH:22]=3)=[O:19])=[CH:13][CH:12]=2)[N:7]=[CH:6][N:5]=1, predict the reactants needed to synthesize it. The reactants are: [N:1]([C:4]1[CH:9]=[C:8]([O:10][C:11]2[CH:16]=[CH:15][C:14]([NH:17][C:18]([NH:20][C:21]3[CH:26]=[CH:25][C:24]([CH2:27][N:28]4[CH2:33][CH2:32][CH2:31][CH2:30][CH2:29]4)=[C:23]([C:34]([F:37])([F:36])[F:35])[CH:22]=3)=[O:19])=[CH:13][CH:12]=2)[N:7]=[CH:6][N:5]=1)=[N+]=[N-].